From a dataset of Catalyst prediction with 721,799 reactions and 888 catalyst types from USPTO. Predict which catalyst facilitates the given reaction. (1) Reactant: [Cl:1][C:2]1[CH:3]=[C:4]2[C:9](=[CH:10][CH:11]=1)[NH:8][C:7](=[O:12])[C:6]([C:13](Cl)=[O:14])=[C:5]2[C:16]1[CH:21]=[CH:20][CH:19]=[CH:18][CH:17]=1.[NH2:22][C@H:23]([CH2:28][OH:29])[CH2:24][CH:25]([CH3:27])[CH3:26].C(Cl)(Cl)Cl. Product: [OH:29][CH2:28][CH:23]([NH:22][C:13]([C:6]1[C:7](=[O:12])[NH:8][C:9]2[C:4]([C:5]=1[C:16]1[CH:21]=[CH:20][CH:19]=[CH:18][CH:17]=1)=[CH:3][C:2]([Cl:1])=[CH:11][CH:10]=2)=[O:14])[CH2:24][CH:25]([CH3:27])[CH3:26]. The catalyst class is: 2. (2) Reactant: [H-].[H-].[H-].[H-].[Li+].[Al+3].[F:7][C:8]1[CH:9]=[CH:10][C:11]2[S:17][C:16]3[CH:18]=[CH:19][CH:20]=[CH:21][C:15]=3[CH2:14][C:13]([O:24][Si](C)(C)C)([C:22]#[N:23])[C:12]=2[CH:29]=1. Product: [NH2:23][CH2:22][C:13]1([OH:24])[C:12]2[CH:29]=[C:8]([F:7])[CH:9]=[CH:10][C:11]=2[S:17][C:16]2[CH:18]=[CH:19][CH:20]=[CH:21][C:15]=2[CH2:14]1. The catalyst class is: 27. (3) Reactant: [N+]([C:4]1[CH:14]=[CH:13][C:7]([O:8][CH2:9][C:10]([OH:12])=O)=[CH:6][CH:5]=1)([O-])=O.[NH2:15][C:16]1[CH:17]=[C:18]([CH:22]=[CH:23][CH:24]=1)[C:19]([NH2:21])=[O:20].C1C=C[C:28]2N(O)N=N[C:29]=2[CH:30]=1.[CH3:35]CN(C(C)C)C(C)C.C(Cl)CCl. Product: [C:29]([C:4]1[CH:5]=[CH:6][C:7]([O:8][CH2:9][C:10]([NH:15][C:16]2[CH:17]=[C:18]([CH:22]=[CH:23][CH:24]=2)[C:19]([NH2:21])=[O:20])=[O:12])=[CH:13][CH:14]=1)([CH3:28])([CH3:30])[CH3:35]. The catalyst class is: 121. (4) Reactant: Br[C:2]1[CH:11]=[CH:10][C:5]([C:6]([O:8][CH3:9])=[O:7])=[CH:4][N:3]=1.[F-].[Cs+].[F:14][C:15]([F:37])([F:36])[C:16]([N:18]([C@@H:27]1[CH2:29][C@H:28]1[C:30]1[CH:35]=[CH:34][CH:33]=[CH:32][CH:31]=1)[CH2:19][CH2:20][CH:21]1[CH2:26][CH2:25][NH:24][CH2:23][CH2:22]1)=[O:17].FC(F)(F)C([O-])=O. Product: [F:37][C:15]([F:14])([F:36])[C:16]([N:18]([CH2:19][CH2:20][CH:21]1[CH2:26][CH2:25][N:24]([C:2]2[CH:11]=[CH:10][C:5]([C:6]([O:8][CH3:9])=[O:7])=[CH:4][N:3]=2)[CH2:23][CH2:22]1)[C@@H:27]1[CH2:29][C@H:28]1[C:30]1[CH:35]=[CH:34][CH:33]=[CH:32][CH:31]=1)=[O:17]. The catalyst class is: 395.